From a dataset of NCI-60 drug combinations with 297,098 pairs across 59 cell lines. Regression. Given two drug SMILES strings and cell line genomic features, predict the synergy score measuring deviation from expected non-interaction effect. (1) Drug 1: CC1=C(C=C(C=C1)NC(=O)C2=CC=C(C=C2)CN3CCN(CC3)C)NC4=NC=CC(=N4)C5=CN=CC=C5. Drug 2: CC1=C(C=C(C=C1)C(=O)NC2=CC(=CC(=C2)C(F)(F)F)N3C=C(N=C3)C)NC4=NC=CC(=N4)C5=CN=CC=C5. Cell line: RPMI-8226. Synergy scores: CSS=-1.18, Synergy_ZIP=0.0938, Synergy_Bliss=-6.63, Synergy_Loewe=-5.48, Synergy_HSA=-9.39. (2) Cell line: SR. Drug 2: COC1=C2C(=CC3=C1OC=C3)C=CC(=O)O2. Synergy scores: CSS=51.3, Synergy_ZIP=1.17, Synergy_Bliss=2.22, Synergy_Loewe=-29.3, Synergy_HSA=2.30. Drug 1: C1=CN(C(=O)N=C1N)C2C(C(C(O2)CO)O)O.Cl. (3) Drug 1: C1=CN(C(=O)N=C1N)C2C(C(C(O2)CO)O)O.Cl. Drug 2: CC1CCCC2(C(O2)CC(NC(=O)CC(C(C(=O)C(C1O)C)(C)C)O)C(=CC3=CSC(=N3)C)C)C. Cell line: EKVX. Synergy scores: CSS=12.5, Synergy_ZIP=-9.81, Synergy_Bliss=-4.77, Synergy_Loewe=-6.30, Synergy_HSA=-3.24. (4) Drug 1: C1CN(CCN1C(=O)CCBr)C(=O)CCBr. Drug 2: COCCOC1=C(C=C2C(=C1)C(=NC=N2)NC3=CC=CC(=C3)C#C)OCCOC.Cl. Cell line: NCI/ADR-RES. Synergy scores: CSS=18.1, Synergy_ZIP=-6.05, Synergy_Bliss=-3.56, Synergy_Loewe=-0.100, Synergy_HSA=-0.436. (5) Drug 1: C1C(C(OC1N2C=C(C(=O)NC2=O)F)CO)O. Drug 2: C(CC(=O)O)C(=O)CN.Cl. Cell line: RXF 393. Synergy scores: CSS=4.24, Synergy_ZIP=-1.57, Synergy_Bliss=0.735, Synergy_Loewe=-0.644, Synergy_HSA=0.363. (6) Cell line: SK-OV-3. Drug 2: C(=O)(N)NO. Synergy scores: CSS=53.8, Synergy_ZIP=-0.0254, Synergy_Bliss=0.482, Synergy_Loewe=-69.8, Synergy_HSA=-1.02. Drug 1: CC=C1C(=O)NC(C(=O)OC2CC(=O)NC(C(=O)NC(CSSCCC=C2)C(=O)N1)C(C)C)C(C)C. (7) Drug 1: C1CC(=O)NC(=O)C1N2CC3=C(C2=O)C=CC=C3N. Drug 2: CN1C2=C(C=C(C=C2)N(CCCl)CCCl)N=C1CCCC(=O)O.Cl. Cell line: HCT116. Synergy scores: CSS=3.14, Synergy_ZIP=-1.21, Synergy_Bliss=-1.12, Synergy_Loewe=-3.92, Synergy_HSA=-3.20. (8) Synergy scores: CSS=23.3, Synergy_ZIP=-7.68, Synergy_Bliss=-10.8, Synergy_Loewe=-16.7, Synergy_HSA=-11.0. Drug 1: CCCS(=O)(=O)NC1=C(C(=C(C=C1)F)C(=O)C2=CNC3=C2C=C(C=N3)C4=CC=C(C=C4)Cl)F. Cell line: M14. Drug 2: C1=CC=C(C=C1)NC(=O)CCCCCCC(=O)NO.